From a dataset of Full USPTO retrosynthesis dataset with 1.9M reactions from patents (1976-2016). Predict the reactants needed to synthesize the given product. (1) Given the product [CH2:1]([O:8][CH2:9][CH:10]([OH:20])[CH2:11][NH:12][C:28]([C:30]1[CH:39]=[CH:38][C:33]([C:34]([O:36][CH3:37])=[O:35])=[CH:32][CH:31]=1)=[O:29])[C:2]1[CH:7]=[CH:6][CH:5]=[CH:4][CH:3]=1, predict the reactants needed to synthesize it. The reactants are: [CH2:1]([O:8][CH2:9][CH:10]([OH:20])[CH2:11]/[N:12]=C/C1C=CC=CC=1)[C:2]1[CH:7]=[CH:6][CH:5]=[CH:4][CH:3]=1.N1C=CC=CC=1.Cl[C:28]([C:30]1[CH:39]=[CH:38][C:33]([C:34]([O:36][CH3:37])=[O:35])=[CH:32][CH:31]=1)=[O:29]. (2) Given the product [F:26][C:27]1[C:34]([OH:35])=[CH:33][CH:32]=[CH:31][C:28]=1[CH2:29][NH:30][C:22]([C:18]1[CH:17]=[C:16]2[C:21](=[CH:20][CH:19]=1)[N:12]=[CH:13][CH:14]=[CH:15]2)=[O:24], predict the reactants needed to synthesize it. The reactants are: CCN=C=NCCCN(C)C.[N:12]1[C:21]2[C:16](=[CH:17][C:18]([C:22]([OH:24])=O)=[CH:19][CH:20]=2)[CH:15]=[CH:14][CH:13]=1.Br.[F:26][C:27]1[C:34]([OH:35])=[CH:33][CH:32]=[CH:31][C:28]=1[CH2:29][NH2:30].N1C=CC=CC=1.